Task: Predict the reactants needed to synthesize the given product.. Dataset: Full USPTO retrosynthesis dataset with 1.9M reactions from patents (1976-2016) (1) Given the product [C:7]([O:15][C:16]1[CH:21]=[CH:20][CH:19]=[CH:18][C:17]=1[C@@H:22]1[O:36][C@:26]2([CH2:37][OH:38])[C@@H:27]([OH:28])[C@H:23]1[O:24][CH2:25]2)(=[O:14])[C:8]1[CH:9]=[CH:10][CH:11]=[CH:12][CH:13]=1, predict the reactants needed to synthesize it. The reactants are: C1CCCCC=1.[C:7]([O:15][C:16]1[CH:21]=[CH:20][CH:19]=[CH:18][C:17]=1[C@@H:22]1[O:36][C@:26]2([CH2:37][O:38]CC3C=CC=CC=3)[C@@:27](CC3C=CC=CC=3)([OH:28])[C@H:23]1[O:24][CH2:25]2)(=[O:14])[C:8]1[CH:13]=[CH:12][CH:11]=[CH:10][CH:9]=1. (2) Given the product [CH3:15][N:12]1[C:13](=[O:14])[C:8]([C:34]2[CH:33]=[N:32][CH:37]=[CH:36][CH:35]=2)=[C:9]2[C:18](=[O:19])[N:17]([CH2:20][CH2:21][C:22]3[N:26]([CH3:27])[C:25]4[CH:28]=[CH:29][CH:30]=[CH:31][C:24]=4[N:23]=3)[CH2:16][C:10]2=[CH:11]1, predict the reactants needed to synthesize it. The reactants are: C([O-])([O-])=O.[K+].[K+].Cl[C:8]1[C:13](=[O:14])[N:12]([CH3:15])[CH:11]=[C:10]2[CH2:16][N:17]([CH2:20][CH2:21][C:22]3[N:26]([CH3:27])[C:25]4[CH:28]=[CH:29][CH:30]=[CH:31][C:24]=4[N:23]=3)[C:18](=[O:19])[C:9]=12.[N:32]1[CH:37]=[CH:36][CH:35]=[C:34](B(O)O)[CH:33]=1.O.